From a dataset of Reaction yield outcomes from USPTO patents with 853,638 reactions. Predict the reaction yield, written as a fraction of the theoretical maximum amount of product (1.0 means a 100% yield; for example, 0.34 means a 34% yield). (1) The reactants are [CH3:1][C:2]1[CH:7]=[C:6]([C:8]([CH3:10])=[O:9])[C:5]([OH:11])=[C:4]([N+:12]([O-:14])=[O:13])[CH:3]=1.[Cl:15][C:16]1[CH:17]=[C:18]([CH:21]=[CH:22][C:23]=1[F:24])[CH:19]=O. No catalyst specified. The product is [Cl:15][C:16]1[CH:17]=[C:18](/[CH:19]=[CH:10]/[C:8]([C:6]2[CH:7]=[C:2]([CH3:1])[CH:3]=[C:4]([N+:12]([O-:14])=[O:13])[C:5]=2[OH:11])=[O:9])[CH:21]=[CH:22][C:23]=1[F:24]. The yield is 0.940. (2) The reactants are C(OC([NH:8][C@H:9]([C:11]([NH:13][CH:14]1[N:20]=[C:19]([C:21]2[CH:26]=[CH:25][CH:24]=[CH:23][CH:22]=2)[C:18]2[CH:27]=[CH:28][CH:29]=[CH:30][C:17]=2[N:16]([CH2:31][C:32](=[O:39])[C:33]2[CH:38]=[CH:37][CH:36]=[CH:35][CH:34]=2)[C:15]1=[O:40])=[O:12])[CH3:10])=O)(C)(C)C.C(O)(C(F)(F)F)=O.C(Cl)Cl. No catalyst specified. The product is [NH2:8][C@H:9]([C:11]([NH:13][CH:14]1[N:20]=[C:19]([C:21]2[CH:26]=[CH:25][CH:24]=[CH:23][CH:22]=2)[C:18]2[CH:27]=[CH:28][CH:29]=[CH:30][C:17]=2[N:16]([CH2:31][C:32](=[O:39])[C:33]2[CH:38]=[CH:37][CH:36]=[CH:35][CH:34]=2)[C:15]1=[O:40])=[O:12])[CH3:10]. The yield is 0.940. (3) The reactants are [CH3:1][O:2][C:3](=[O:61])[NH:4][CH:5]([C:9]([N:11]1[CH2:15][CH2:14][CH2:13][CH:12]1[C:16]1[NH:17][C:18]([C:21]2[CH:30]=[CH:29][C:28]3[C:23](=[CH:24][CH:25]=[C:26]([C:31]4[CH:36]=[CH:35][C:34]([C:37]5[NH:38][C:39]([C@@H:42]6[CH2:46][CH2:45][CH2:44][N:43]6[C:47](=[O:60])[CH:48]([NH:55][C:56]([O:58][CH3:59])=[O:57])[C:49]6[CH:54]=[CH:53][CH:52]=[CH:51][CH:50]=6)=[N:40][CH:41]=5)=[CH:33][CH:32]=4)[CH:27]=3)[CH:22]=2)=[CH:19][N:20]=1)=[O:10])[CH:6]([CH3:8])[CH3:7].COC(N[C@H](C1C=CC=CC=1)C(O)=O)=O. No catalyst specified. The product is [CH3:1][O:2][C:3](=[O:61])[NH:4][CH:5]([C:9]([N:11]1[CH2:15][CH2:14][CH2:13][CH:12]1[C:16]1[NH:17][C:18]([C:21]2[CH:30]=[CH:29][C:28]3[C:23](=[CH:24][CH:25]=[C:26]([C:31]4[CH:32]=[CH:33][C:34]([C:37]5[NH:38][C:39]([C@H:42]6[CH2:46][CH2:45][CH2:44][N:43]6[C:47](=[O:60])[CH:48]([NH:55][C:56]([O:58][CH3:59])=[O:57])[C:49]6[CH:54]=[CH:53][CH:52]=[CH:51][CH:50]=6)=[N:40][CH:41]=5)=[CH:35][CH:36]=4)[CH:27]=3)[CH:22]=2)=[CH:19][N:20]=1)=[O:10])[CH:6]([CH3:8])[CH3:7]. The yield is 0.650. (4) The reactants are [OH:1][C@@H:2]1[CH2:6][CH2:5][CH2:4][C@H:3]1[NH:7][C:8]1[N:16]=[CH:15][N:14]=[C:13]2[C:9]=1[N:10]=[CH:11][N:12]2[CH:17]1[C@H:21]([OH:22])[C@H:20]([OH:23])[C@@H:19]([CH2:24]Cl)[O:18]1.C(N(CC)CC)C.[H-].[Ca+2].[H-].[F:36][C:37]1[CH:42]=[CH:41][CH:40]=[CH:39][C:38]=1[SH:43]. The catalyst is CN(C)C=O. The product is [OH:1][C@@H:2]1[CH2:6][CH2:5][CH2:4][C@H:3]1[NH:7][C:8]1[N:16]=[CH:15][N:14]=[C:13]2[C:9]=1[N:10]=[CH:11][N:12]2[CH:17]1[C@H:21]([OH:22])[C@H:20]([OH:23])[C@@H:19]([CH2:24][S:43][C:38]2[CH:39]=[CH:40][CH:41]=[CH:42][C:37]=2[F:36])[O:18]1. The yield is 0.630.